Dataset: Full USPTO retrosynthesis dataset with 1.9M reactions from patents (1976-2016). Task: Predict the reactants needed to synthesize the given product. (1) Given the product [F:26][C:23]([F:24])([F:25])[C:4]([OH:5])=[O:3].[F:15][C:16]1[CH:17]=[C:18]([C@:27]2([NH:37][C:11]([C:9]3[NH:10][C:6]([C:4]([O:3][CH2:1][CH3:2])=[O:5])=[N:7][CH:8]=3)=[O:13])[C:32]3=[N:33][CH:34]=[CH:35][CH:36]=[C:31]3[O:30][CH2:29][CH2:28]2)[CH:19]=[CH:20][C:21]=1[O:22][C:23]([F:26])([F:24])[F:25], predict the reactants needed to synthesize it. The reactants are: [CH2:1]([O:3][C:4]([C:6]1[NH:7][CH:8]=[C:9]([C:11]([OH:13])=O)[N:10]=1)=[O:5])[CH3:2].Cl.[F:15][C:16]1[CH:17]=[C:18]([C@:27]2([NH2:37])[C:32]3=[N:33][CH:34]=[CH:35][CH:36]=[C:31]3[O:30][CH2:29][CH2:28]2)[CH:19]=[CH:20][C:21]=1[O:22][C:23]([F:26])([F:25])[F:24].CN(C=O)C.CN(C(ON1N=NC2C=CC=NC1=2)=[N+](C)C)C.F[P-](F)(F)(F)(F)F. (2) Given the product [CH3:1][C:2]1[CH:3]=[C:4]([C:12]2[CH:13]=[C:14]([C:15]([F:18])([F:17])[F:16])[N:23]3[N:24]=[CH:25][C:26]([C:27]4[CH:28]=[N:29][CH:30]=[CH:31][CH:32]=4)=[C:22]3[N:21]=2)[CH:5]=[CH:6][C:7]=1[C:8]([F:11])([F:10])[F:9], predict the reactants needed to synthesize it. The reactants are: [CH3:1][C:2]1[CH:3]=[C:4]([C:12](=O)[CH2:13][C:14](=O)[C:15]([F:18])([F:17])[F:16])[CH:5]=[CH:6][C:7]=1[C:8]([F:11])([F:10])[F:9].[NH2:21][C:22]1[C:26]([C:27]2[CH:28]=[N:29][CH:30]=[CH:31][CH:32]=2)=[CH:25][NH:24][N:23]=1.